Dataset: Forward reaction prediction with 1.9M reactions from USPTO patents (1976-2016). Task: Predict the product of the given reaction. (1) Given the reactants COC(C1C(C)=CC(C2C=CC=C(C(F)(F)F)C=2)=CN=1)=O.ClC1C=C([C:30]2[CH:31]=[C:32]([CH3:49])[C:33]([C:36]([N:38]3[CH2:43][CH2:42][CH:41]([N:44]4[CH2:48][CH2:47][CH2:46][CH2:45]4)[CH2:40][CH2:39]3)=[O:37])=[N:34][CH:35]=2)C=CC=1Cl.[CH3:50][O:51][C:52]1[CH:57]=[CH:56][C:55]([C:58]([F:61])([F:60])[F:59])=[CH:54][C:53]=1B(O)O.C(=O)([O-])[O-].[Na+].[Na+], predict the reaction product. The product is: [CH3:50][O:51][C:52]1[CH:57]=[CH:56][C:55]([C:58]([F:61])([F:60])[F:59])=[CH:54][C:53]=1[C:30]1[CH:31]=[C:32]([CH3:49])[C:33]([C:36]([N:38]2[CH2:39][CH2:40][CH:41]([N:44]3[CH2:48][CH2:47][CH2:46][CH2:45]3)[CH2:42][CH2:43]2)=[O:37])=[N:34][CH:35]=1. (2) Given the reactants [N+:1]([C:4]1[N:9]=[CH:8][C:7]([N:10]2[CH2:15][CH2:14][N:13]([C:16]([O:18][C:19]([CH3:22])([CH3:21])[CH3:20])=[O:17])[CH2:12][CH2:11]2)=[CH:6][CH:5]=1)([O-:3])=[O:2].Br[C:24]1C=CC([N+]([O-])=O)=NC=1.C(OC(N1CCN[C@@H](C)C1)=O)(C)(C)C, predict the reaction product. The product is: [CH3:24][C@@H:15]1[N:10]([C:7]2[CH:8]=[N:9][C:4]([N+:1]([O-:3])=[O:2])=[CH:5][CH:6]=2)[CH2:11][CH2:12][N:13]([C:16]([O:18][C:19]([CH3:22])([CH3:21])[CH3:20])=[O:17])[CH2:14]1.